The task is: Predict the reaction yield, written as a fraction of the theoretical maximum amount of product (1.0 means a 100% yield; for example, 0.34 means a 34% yield).. This data is from Reaction yield outcomes from USPTO patents with 853,638 reactions. (1) The reactants are C1(S([N:10]2[C:14]3=[N:15][CH:16]=[CH:17][C:18]([F:19])=[C:13]3[CH:12]=[CH:11]2)(=O)=O)C=CC=CC=1.[CH2:20]([Li])CCC.IC.[Cl-].[NH4+].[F-].C([N+](CCCC)(CCCC)CCCC)CCC. The catalyst is C1COCC1. The product is [F:19][C:18]1[CH:17]=[CH:16][N:15]=[C:14]2[NH:10][C:11]([CH3:20])=[CH:12][C:13]=12. The yield is 0.800. (2) The reactants are CN[C@H:3]1[CH2:8][CH2:7][C@H:6]([OH:9])[CH2:5][CH2:4]1.[C:10](O[C:10]([O:12][C:13]([CH3:16])([CH3:15])[CH3:14])=[O:11])([O:12][C:13]([CH3:16])([CH3:15])[CH3:14])=[O:11].[C:25](#[N:27])C. No catalyst specified. The product is [OH:9][C@H:6]1[CH2:5][CH2:4][C@H:3]([CH2:25][NH:27][C:10](=[O:11])[O:12][C:13]([CH3:16])([CH3:15])[CH3:14])[CH2:8][CH2:7]1. The yield is 0.870. (3) The reactants are [CH3:1][O:2][C:3]1[CH:11]=[N:10][C:9]([C:12]#[C:13][CH:14]([OH:16])[CH3:15])=[C:8]2[C:4]=1[CH:5]=[CH:6][NH:7]2. The catalyst is C(Cl)Cl.O=[Mn]=O. The product is [CH3:1][O:2][C:3]1[CH:11]=[N:10][C:9]([C:12]#[C:13][C:14](=[O:16])[CH3:15])=[C:8]2[C:4]=1[CH:5]=[CH:6][NH:7]2. The yield is 0.800. (4) The reactants are [C:1]1([C@@H:7]2[CH2:9][O:8]2)[CH:6]=[CH:5][CH:4]=[CH:3][CH:2]=1.[CH2:10]([O:12][C:13]([N:15]1[CH2:20][CH2:19][NH:18][CH2:17][CH2:16]1)=[O:14])[CH3:11]. The catalyst is C(O)C. The product is [CH2:10]([O:12][C:13]([N:15]1[CH2:16][CH2:17][N:18]([C@@H:7]([C:1]2[CH:6]=[CH:5][CH:4]=[CH:3][CH:2]=2)[CH2:9][OH:8])[CH2:19][CH2:20]1)=[O:14])[CH3:11]. The yield is 0.250. (5) The reactants are [CH3:1][C:2]1[O:6][N:5]=[C:4]([C:7]2[CH:12]=[CH:11][CH:10]=[CH:9][CH:8]=2)[C:3]=1[CH2:13][O:14][C:15]1[CH:23]=[CH:22][C:18]([C:19]([OH:21])=O)=[CH:17][N:16]=1.[NH2:24][C@H:25]([CH2:28][CH3:29])[CH2:26][OH:27]. No catalyst specified. The product is [OH:27][CH2:26][C@H:25]([NH:24][C:19](=[O:21])[C:18]1[CH:22]=[CH:23][C:15]([O:14][CH2:13][C:3]2[C:4]([C:7]3[CH:8]=[CH:9][CH:10]=[CH:11][CH:12]=3)=[N:5][O:6][C:2]=2[CH3:1])=[N:16][CH:17]=1)[CH2:28][CH3:29]. The yield is 0.850. (6) The reactants are C1CO[C:8]23OCCO[C:3]2([C@:4]2([CH2:27][CH2:26][C@H:25]4[C@@H:15]([CH2:16][C:17](=[CH2:28])[CH:18]5[C@:23]4([CH3:24])[CH2:22][CH2:21][CH2:20][CH2:19]5)[C@@H:6]2[CH2:7]3)[CH3:5])[O:2]1.CC1C=CC(S(O)(=O)=O)=CC=1.[OH2:40].C([O-])(O)=O.[Na+]. The catalyst is CC(C)=O. The product is [CH2:28]=[C:17]1[CH:18]2[C@:23]([CH3:24])([CH2:22][CH2:21][C:20](=[O:40])[CH2:19]2)[C@@H:25]2[C@H:15]([C@H:6]3[C@@:4]([CH2:27][CH2:26]2)([CH3:5])[C:3](=[O:2])[CH2:8][CH2:7]3)[CH2:16]1. The yield is 0.870. (7) The reactants are [N:1]([C:38]([CH2:40][O:41][CH2:42][C:43]([OH:45])=O)=[O:39])([CH2:20][CH2:21][CH2:22][CH2:23][CH2:24][CH2:25][CH2:26][CH2:27][CH2:28][CH2:29][CH2:30][CH2:31][CH2:32][CH2:33][CH2:34][CH2:35][CH2:36][CH3:37])[CH2:2][CH2:3][CH2:4][CH2:5][CH2:6][CH2:7][CH2:8][CH2:9][CH2:10][CH2:11][CH2:12][CH2:13][CH2:14][CH2:15][CH2:16][CH2:17][CH2:18][CH3:19].Cl.CN(C)CCCN=C=NCC.[NH2:58][CH2:59][C:60]([NH:62][CH2:63][C:64]([O:66][CH2:67][C:68]1[CH:73]=[CH:72][CH:71]=[CH:70][CH:69]=1)=[O:65])=[O:61].CC1C=CC(S(O)(=O)=O)=CC=1. The catalyst is C(Cl)Cl.CCN(CC)CC. The product is [N:1]([C:38]([CH2:40][O:41][CH2:42][C:43]([NH:58][CH2:59][C:60]([NH:62][CH2:63][C:64]([O:66][CH2:67][C:68]1[CH:69]=[CH:70][CH:71]=[CH:72][CH:73]=1)=[O:65])=[O:61])=[O:45])=[O:39])([CH2:2][CH2:3][CH2:4][CH2:5][CH2:6][CH2:7][CH2:8][CH2:9][CH2:10][CH2:11][CH2:12][CH2:13][CH2:14][CH2:15][CH2:16][CH2:17][CH2:18][CH3:19])[CH2:20][CH2:21][CH2:22][CH2:23][CH2:24][CH2:25][CH2:26][CH2:27][CH2:28][CH2:29][CH2:30][CH2:31][CH2:32][CH2:33][CH2:34][CH2:35][CH2:36][CH3:37]. The yield is 0.940. (8) The reactants are [F:1][C:2]([F:29])([F:28])[O:3][C:4]1[CH:9]=[CH:8][C:7]([O:10][C:11](=[O:27])[N:12]([CH2:25][CH3:26])[CH:13]2[CH2:22][CH2:21][C:20]3[C:15](=[CH:16][CH:17]=[C:18]([O:23]C)[CH:19]=3)[CH2:14]2)=[CH:6][CH:5]=1.B(Br)(Br)Br.C(Cl)Cl. The catalyst is C(Cl)Cl. The product is [F:1][C:2]([F:28])([F:29])[O:3][C:4]1[CH:5]=[CH:6][C:7]([O:10][C:11](=[O:27])[N:12]([CH2:25][CH3:26])[CH:13]2[CH2:22][CH2:21][C:20]3[C:15](=[CH:16][CH:17]=[C:18]([OH:23])[CH:19]=3)[CH2:14]2)=[CH:8][CH:9]=1. The yield is 0.750. (9) The reactants are [C:1]([Si:5]([CH3:16])([CH3:15])[O:6][C@H:7]([CH:13]=C)[CH2:8][CH2:9][C:10]#[C:11][CH3:12])([CH3:4])([CH3:3])[CH3:2].[CH2:17](Cl)Cl. The catalyst is Cl[Ru](=CC1C=CC=CC=1)([P](C1CCCCC1)(C1CCCCC1)C1CCCCC1)([P](C1CCCCC1)(C1CCCCC1)C1CCCCC1)Cl. The product is [C:1]([Si:5]([O:6][C@H:7]1[CH2:8][CH2:9][C:10]([C:11]([CH3:12])=[CH2:17])=[CH:13]1)([CH3:15])[CH3:16])([CH3:2])([CH3:3])[CH3:4]. The yield is 0.860. (10) The reactants are [N:1]1([C:7]([O:9][C:10]([CH3:13])([CH3:12])[CH3:11])=[O:8])[CH2:6][CH2:5][NH:4][CH2:3][CH2:2]1.Cl.O1CCOCC1.[S-:21][C:22]#[N:23]. The catalyst is C1COCC1.O. The product is [NH2:23][C:22]([N:4]1[CH2:5][CH2:6][N:1]([C:7]([O:9][C:10]([CH3:13])([CH3:12])[CH3:11])=[O:8])[CH2:2][CH2:3]1)=[S:21]. The yield is 0.920.